From a dataset of Forward reaction prediction with 1.9M reactions from USPTO patents (1976-2016). Predict the product of the given reaction. (1) Given the reactants O[C@H:2]1[C:10]2[C:5](=[CH:6][CH:7]=[C:8]([O:11][C:12](=[O:17])[N:13]([CH2:15][CH3:16])[CH3:14])[CH:9]=2)[CH2:4][CH2:3]1.C(N(CC)CC)C.[CH2:25]([NH2:28])[C:26]#[CH:27], predict the reaction product. The product is: [CH2:25]([NH:28][C@@H:2]1[C:10]2[C:5](=[CH:6][CH:7]=[C:8]([O:11][C:12](=[O:17])[N:13]([CH2:15][CH3:16])[CH3:14])[CH:9]=2)[CH2:4][CH2:3]1)[C:26]#[CH:27]. (2) Given the reactants Br[C:2]1[CH:3]=[C:4]2[C:8](=[CH:9][CH:10]=1)[C:7](=[O:11])[N:6]([CH3:12])[CH:5]2[CH3:13].[S:14]1[CH:18]=[CH:17][CH:16]=[C:15]1B(O)O, predict the reaction product. The product is: [CH3:12][N:6]1[CH:5]([CH3:13])[C:4]2[C:8](=[CH:9][CH:10]=[C:2]([C:15]3[S:14][CH:18]=[CH:17][CH:16]=3)[CH:3]=2)[C:7]1=[O:11].